Dataset: Peptide-MHC class I binding affinity with 185,985 pairs from IEDB/IMGT. Task: Regression. Given a peptide amino acid sequence and an MHC pseudo amino acid sequence, predict their binding affinity value. This is MHC class I binding data. (1) The peptide sequence is RRFFPYLV. The MHC is HLA-B27:05 with pseudo-sequence HLA-B27:05. The binding affinity (normalized) is 0.213. (2) The peptide sequence is YEFLQPILL. The MHC is HLA-A30:02 with pseudo-sequence HLA-A30:02. The binding affinity (normalized) is 0.0348. (3) The peptide sequence is SGPSNTYPEI. The MHC is HLA-A02:01 with pseudo-sequence HLA-A02:01. The binding affinity (normalized) is 0.